From a dataset of Reaction yield outcomes from USPTO patents with 853,638 reactions. Predict the reaction yield, written as a fraction of the theoretical maximum amount of product (1.0 means a 100% yield; for example, 0.34 means a 34% yield). (1) The reactants are Br[C:2]1[CH:3]=[N:4][CH:5]=[C:6]2[C:11]=1[NH:10][C:9](=[O:12])[CH:8]=[C:7]2[CH3:13].[CH3:14][N:15]1[CH:19]=[C:18]([C:20]2[CH:25]=[CH:24][C:23](B3OC(C)(C)C(C)(C)O3)=[CH:22][CH:21]=2)[CH:17]=[N:16]1.C(=O)([O-])[O-].[Na+].[Na+]. The catalyst is C1C=CC(P(C2C=CC=CC=2)[C-]2C=CC=C2)=CC=1.C1C=CC(P(C2C=CC=CC=2)[C-]2C=CC=C2)=CC=1.Cl[Pd]Cl.[Fe+2].C(Cl)Cl.C(#N)C. The product is [CH3:13][C:7]1[C:6]2[C:11](=[C:2]([C:23]3[CH:22]=[CH:21][C:20]([C:18]4[CH:17]=[N:16][N:15]([CH3:14])[CH:19]=4)=[CH:25][CH:24]=3)[CH:3]=[N:4][CH:5]=2)[NH:10][C:9](=[O:12])[CH:8]=1. The yield is 0.760. (2) The reactants are [N:1]1([CH2:7][C:8]([O:10][CH2:11][CH3:12])=[O:9])[CH2:6][CH2:5][CH2:4][CH2:3][CH2:2]1.[CH:13]([N-:16]C(C)C)(C)[CH3:14].[Li+].CCCCCCC.C1COCC1.C(C1C=CC=CC=1)C.BrCC#N. The catalyst is C1COCC1.C(OCC)(=O)C. The product is [CH2:11]([O:10][C:8](=[O:9])[CH:7]([N:1]1[CH2:6][CH2:5][CH2:4][CH2:3][CH2:2]1)[CH2:14][C:13]#[N:16])[CH3:12]. The yield is 0.270. (3) The yield is 0.500. The product is [NH2:1][N:2]1[C:6]([C:7]#[N:8])=[C:5]([C:27]2[CH:26]=[CH:25][CH:24]=[C:23]([O:22][CH2:15][C:16]3[CH:21]=[CH:20][CH:19]=[CH:18][CH:17]=3)[CH:28]=2)[CH:4]=[C:3]1[C:10]([O:12][CH2:13][CH3:14])=[O:11]. The catalyst is COCCOC. The reactants are [NH2:1][N:2]1[C:6]([C:7]#[N:8])=[C:5](Br)[CH:4]=[C:3]1[C:10]([O:12][CH2:13][CH3:14])=[O:11].[CH2:15]([O:22][C:23]1[CH:28]=[CH:27][C:26](B(O)O)=[CH:25][CH:24]=1)[C:16]1[CH:21]=[CH:20][CH:19]=[CH:18][CH:17]=1.ClCCl.C([O-])([O-])=O.[Na+].[Na+]. (4) The reactants are [CH2:1]([NH:3][CH:4]([CH3:13])[C:5]([C:7]1[CH:12]=[CH:11][CH:10]=[CH:9][CH:8]=1)=[O:6])[CH3:2].[C:14]1([CH2:20][S:21](Cl)(=[O:23])=[O:22])[CH:19]=[CH:18][CH:17]=[CH:16][CH:15]=1.CCN(CC)CC. The catalyst is ClCCl. The product is [CH2:1]([N:3]([CH:4]([CH3:13])[C:5](=[O:6])[C:7]1[CH:12]=[CH:11][CH:10]=[CH:9][CH:8]=1)[S:21]([CH2:20][C:14]1[CH:19]=[CH:18][CH:17]=[CH:16][CH:15]=1)(=[O:23])=[O:22])[CH3:2]. The yield is 0.300. (5) The reactants are [NH2:1][C:2]1[CH:3]=[C:4]([CH:22]=[CH:23][CH:24]=1)[O:5][C:6]1[CH:7]=[CH:8][C:9]2[N:13]=[C:12]([NH:14][C:15]([CH:17]3[CH2:19][CH2:18]3)=[O:16])[N:11]([CH3:20])[C:10]=2[CH:21]=1.[C:25]([C:27]([C:30]1[CH:31]=[C:32]([CH:36]=[CH:37][CH:38]=1)[C:33](O)=[O:34])([CH3:29])[CH3:28])#[N:26].Cl.C(N=C=NCCCN(C)C)C. The catalyst is CN(C)C1C=CN=CC=1.N1C=CC=CC=1. The product is [C:25]([C:27]([C:30]1[CH:31]=[C:32]([CH:36]=[CH:37][CH:38]=1)[C:33]([NH:1][C:2]1[CH:24]=[CH:23][CH:22]=[C:4]([O:5][C:6]2[CH:7]=[CH:8][C:9]3[N:13]=[C:12]([NH:14][C:15]([CH:17]4[CH2:19][CH2:18]4)=[O:16])[N:11]([CH3:20])[C:10]=3[CH:21]=2)[CH:3]=1)=[O:34])([CH3:29])[CH3:28])#[N:26]. The yield is 0.380.